Task: Predict which catalyst facilitates the given reaction.. Dataset: Catalyst prediction with 721,799 reactions and 888 catalyst types from USPTO (1) Reactant: [CH3:1][O:2][C:3]([C:5]1[N:6]([CH2:18][C:19]2[CH:24]=[CH:23][CH:22]=[CH:21][CH:20]=2)[C:7](=[O:17])[C:8]2[C:13]([C:14]=1[OH:15])=[CH:12][C:11]([Cl:16])=[CH:10][CH:9]=2)=[O:4].[H-].[Na+].C1C=CC(N([S:34]([C:37]([F:40])([F:39])[F:38])(=[O:36])=[O:35])[S:34]([C:37]([F:40])([F:39])[F:38])(=[O:36])=[O:35])=CC=1. Product: [CH3:1][O:2][C:3]([C:5]1[N:6]([CH2:18][C:19]2[CH:24]=[CH:23][CH:22]=[CH:21][CH:20]=2)[C:7](=[O:17])[C:8]2[C:13]([C:14]=1[O:15][S:34]([C:37]([F:40])([F:39])[F:38])(=[O:36])=[O:35])=[CH:12][C:11]([Cl:16])=[CH:10][CH:9]=2)=[O:4]. The catalyst class is: 3. (2) Reactant: [H-].C([Al+]CC(C)C)C(C)C.[C:11]([C:15]1[C:20]2[CH2:21][C:22]([CH3:25])([CH3:24])[O:23][C:19]=2[C:18]([C:26]([CH3:29])([CH3:28])[CH3:27])=[CH:17][C:16]=1[O:30]C(=O)C(C)(C)C)([CH3:14])([CH3:13])[CH3:12]. Product: [C:11]([C:15]1[C:20]2[CH2:21][C:22]([CH3:25])([CH3:24])[O:23][C:19]=2[C:18]([C:26]([CH3:29])([CH3:28])[CH3:27])=[CH:17][C:16]=1[OH:30])([CH3:14])([CH3:13])[CH3:12]. The catalyst class is: 81. (3) Reactant: [NH:1]1[C:5]2=[N:6][CH:7]=[CH:8][CH:9]=[C:4]2[CH:3]=[N:2]1.[OH-].[K+].[I:12]I. Product: [I:12][C:3]1[C:4]2[C:5](=[N:6][CH:7]=[CH:8][CH:9]=2)[NH:1][N:2]=1. The catalyst class is: 3. (4) Reactant: F[C:2](F)=O.B(F)(F)F.CCO[CH2:12][CH3:13].[C:14]1([CH3:20])[CH:19]=[CH:18][CH:17]=[CH:16][CH:15]=1. Product: [CH2:18]1[C:19]2[C:14](=[CH:20][CH:2]=[CH:12][CH:13]=2)[CH:15]=[CH:16][CH2:17]1. The catalyst class is: 1. (5) The catalyst class is: 6. Product: [CH3:28][N:27]([CH3:29])[C@@H:24]1[CH2:25][CH2:26][N:22]([C:19]2[CH:20]=[CH:21][C:16]([N:10]3[CH2:9][CH2:8][C:7]4[C:12](=[CH:13][CH:14]=[C:5]([C:3]([OH:4])=[O:2])[CH:6]=4)[C:11]3=[O:15])=[CH:17][C:18]=2[F:30])[CH2:23]1. Reactant: C[O:2][C:3]([C:5]1[CH:6]=[C:7]2[C:12](=[CH:13][CH:14]=1)[C:11](=[O:15])[N:10]([C:16]1[CH:21]=[CH:20][C:19]([N:22]3[CH2:26][CH2:25][C@@H:24]([N:27]([CH3:29])[CH3:28])[CH2:23]3)=[C:18]([F:30])[CH:17]=1)[CH2:9][CH2:8]2)=[O:4].[OH-].[Na+].CO. (6) Reactant: [Cl:1][C:2]1[C:3](F)=[C:4]([I:14])[C:5]([O:11][CH2:12][CH3:13])=[C:6]([C:8](=[O:10])[CH3:9])[CH:7]=1.[C-:16]#[N:17].[K+].C(=O)(O)[O-].[Na+].O. Product: [C:8]([C:6]1[CH:7]=[C:2]([Cl:1])[C:3]([C:16]#[N:17])=[C:4]([I:14])[C:5]=1[O:11][CH2:12][CH3:13])(=[O:10])[CH3:9]. The catalyst class is: 42. (7) Reactant: [CH3:1][O:2][C:3]1[C:8]2[S:9](=[O:28])(=[O:27])[CH2:10][C:11]3[C:15]([C:16]([O:18]CC)=[O:17])=[N:14][N:13]([C:21]4[CH:26]=[CH:25][CH:24]=[CH:23][CH:22]=4)[C:12]=3[C:7]=2[CH:6]=[CH:5][CH:4]=1.[OH-].[Na+]. Product: [CH3:1][O:2][C:3]1[C:8]2[S:9](=[O:28])(=[O:27])[CH2:10][C:11]3[C:15]([C:16]([OH:18])=[O:17])=[N:14][N:13]([C:21]4[CH:22]=[CH:23][CH:24]=[CH:25][CH:26]=4)[C:12]=3[C:7]=2[CH:6]=[CH:5][CH:4]=1. The catalyst class is: 1. (8) Reactant: [C:1]([OH:9])(=O)[C:2]1[CH:7]=[CH:6][CH:5]=[CH:4][CH:3]=1.[CH:10](=O)[CH:11]([CH3:13])[CH3:12].C([O:17][CH:18]([O:21][CH2:22]C)[CH2:19][NH2:20])C.[N:24]([CH2:27][C:28]([O-])=O)=C=O.Cl.[C:32](O)(C(F)(F)F)=[O:33]. Product: [C:1]([N:24]1[CH:27]=[CH:28][N:20]([CH2:19][C:18]([O:21][CH3:22])=[O:17])[C:32](=[O:33])[CH:10]1[CH:11]([CH3:13])[CH3:12])(=[O:9])[C:2]1[CH:3]=[CH:4][CH:5]=[CH:6][CH:7]=1. The catalyst class is: 61. (9) Reactant: [CH3:1][S:2](Cl)(=[O:4])=[O:3].[N:6]1[CH:11]=[CH:10][CH:9]=[CH:8][CH:7]=1.C1[CH2:16][O:15]CC1. Product: [NH:6]1[CH2:11][CH2:10][CH2:9][CH:8]([CH2:16][O:15][S:2]([CH3:1])(=[O:4])=[O:3])[CH2:7]1. The catalyst class is: 2. (10) Reactant: [C:1]([O:9][C@@H:10]1[C@@H:18]([CH2:19]O)[O:17][C@H:16]2[C@H:12]([N:13]=[C:14]([N:21]([CH2:29][CH:30]=[CH2:31])[C:22]([O:24][C:25]([CH3:28])([CH3:27])[CH3:26])=[O:23])[S:15]2)[C@H:11]1[O:32][C:33](=[O:40])[C:34]1[CH:39]=[CH:38][CH:37]=[CH:36][CH:35]=1)(=[O:8])[C:2]1[CH:7]=[CH:6][CH:5]=[CH:4][CH:3]=1.CCN(S(F)(F)[F:47])CC. Product: [C:1]([O:9][C@@H:10]1[C@@H:18]([CH2:19][F:47])[O:17][C@H:16]2[C@H:12]([N:13]=[C:14]([N:21]([CH2:29][CH:30]=[CH2:31])[C:22]([O:24][C:25]([CH3:28])([CH3:27])[CH3:26])=[O:23])[S:15]2)[C@H:11]1[O:32][C:33](=[O:40])[C:34]1[CH:39]=[CH:38][CH:37]=[CH:36][CH:35]=1)(=[O:8])[C:2]1[CH:7]=[CH:6][CH:5]=[CH:4][CH:3]=1. The catalyst class is: 2.